Regression. Given a peptide amino acid sequence and an MHC pseudo amino acid sequence, predict their binding affinity value. This is MHC class II binding data. From a dataset of Peptide-MHC class II binding affinity with 134,281 pairs from IEDB. (1) The peptide sequence is RRGVRSLSNKIKQKT. The MHC is HLA-DQA10201-DQB10303 with pseudo-sequence HLA-DQA10201-DQB10303. The binding affinity (normalized) is 0.294. (2) The peptide sequence is VAIDRPAEVRKVCYN. The MHC is DRB1_1301 with pseudo-sequence DRB1_1301. The binding affinity (normalized) is 0.420. (3) The MHC is DRB1_0404 with pseudo-sequence DRB1_0404. The binding affinity (normalized) is 0.368. The peptide sequence is IGPRHPIRALVGDEV. (4) The peptide sequence is IHAVPFGLVSMMIAMKK. The MHC is DRB4_0103 with pseudo-sequence DRB4_0103. The binding affinity (normalized) is 0.797. (5) The peptide sequence is AVPLRLLGGLHRMVL. The MHC is HLA-DPA10201-DPB11401 with pseudo-sequence HLA-DPA10201-DPB11401. The binding affinity (normalized) is 0.369. (6) The peptide sequence is YFRNEQSIPPLIQKY. The MHC is DRB3_0202 with pseudo-sequence DRB3_0202. The binding affinity (normalized) is 0.386. (7) The peptide sequence is NVVKSGIFLSVAAGN. The MHC is DRB3_0101 with pseudo-sequence DRB3_0101. The binding affinity (normalized) is 0.140. (8) The peptide sequence is DKLTGPFTVRYTTEG. The MHC is DRB1_1101 with pseudo-sequence DRB1_1101. The binding affinity (normalized) is 0. (9) The peptide sequence is IKSDKPLKGPFNFRF. The MHC is DRB1_0401 with pseudo-sequence DRB1_0401. The binding affinity (normalized) is 0.393.